This data is from NCI-60 drug combinations with 297,098 pairs across 59 cell lines. The task is: Regression. Given two drug SMILES strings and cell line genomic features, predict the synergy score measuring deviation from expected non-interaction effect. (1) Drug 1: C1=CC(=CC=C1C#N)C(C2=CC=C(C=C2)C#N)N3C=NC=N3. Drug 2: CC1=CC=C(C=C1)C2=CC(=NN2C3=CC=C(C=C3)S(=O)(=O)N)C(F)(F)F. Cell line: U251. Synergy scores: CSS=6.25, Synergy_ZIP=1.31, Synergy_Bliss=1.76, Synergy_Loewe=-10.1, Synergy_HSA=0.413. (2) Drug 1: CC12CCC(CC1=CCC3C2CCC4(C3CC=C4C5=CN=CC=C5)C)O. Drug 2: CC1=C2C(C(=O)C3(C(CC4C(C3C(C(C2(C)C)(CC1OC(=O)C(C(C5=CC=CC=C5)NC(=O)OC(C)(C)C)O)O)OC(=O)C6=CC=CC=C6)(CO4)OC(=O)C)OC)C)OC. Cell line: A549. Synergy scores: CSS=67.3, Synergy_ZIP=16.8, Synergy_Bliss=18.3, Synergy_Loewe=-7.88, Synergy_HSA=19.5. (3) Drug 1: CC1C(C(CC(O1)OC2CC(CC3=C2C(=C4C(=C3O)C(=O)C5=C(C4=O)C(=CC=C5)OC)O)(C(=O)C)O)N)O.Cl. Drug 2: C1C(C(OC1N2C=C(C(=O)NC2=O)F)CO)O. Cell line: NCIH23. Synergy scores: CSS=34.8, Synergy_ZIP=-5.24, Synergy_Bliss=-2.30, Synergy_Loewe=-0.643, Synergy_HSA=1.75. (4) Drug 1: CC12CCC(CC1=CCC3C2CCC4(C3CC=C4C5=CN=CC=C5)C)O. Drug 2: C1CC(=O)NC(=O)C1N2C(=O)C3=CC=CC=C3C2=O. Cell line: SK-MEL-2. Synergy scores: CSS=5.45, Synergy_ZIP=0.0304, Synergy_Bliss=6.36, Synergy_Loewe=3.95, Synergy_HSA=3.81. (5) Drug 1: CCC(=C(C1=CC=CC=C1)C2=CC=C(C=C2)OCCN(C)C)C3=CC=CC=C3.C(C(=O)O)C(CC(=O)O)(C(=O)O)O. Drug 2: CC(C)CN1C=NC2=C1C3=CC=CC=C3N=C2N. Cell line: RPMI-8226. Synergy scores: CSS=17.5, Synergy_ZIP=-3.16, Synergy_Bliss=-1.64, Synergy_Loewe=-0.749, Synergy_HSA=-1.92.